From a dataset of Forward reaction prediction with 1.9M reactions from USPTO patents (1976-2016). Predict the product of the given reaction. (1) Given the reactants [I-].[CH3:2][S+](C)(C)=O.[H-].[Na+].[N:9]1[C:18]2[C:13](=[CH:14][CH:15]=[CH:16][CH:17]=2)[CH:12]=[CH:11][C:10]=1/[CH:19]=[CH:20]/[C:21]([O:23][CH3:24])=[O:22], predict the reaction product. The product is: [N:9]1[C:18]2[C:13](=[CH:14][CH:15]=[CH:16][CH:17]=2)[CH:12]=[CH:11][C:10]=1[C@@H:19]1[CH2:2][C@H:20]1[C:21]([O:23][CH3:24])=[O:22]. (2) The product is: [CH2:1]([S:8][C:9]1[CH:17]=[C:16]([Cl:19])[CH:15]=[CH:14][C:10]=1[C:11]([NH2:13])=[O:12])[C:2]1[CH:7]=[CH:6][CH:5]=[CH:4][CH:3]=1. Given the reactants [CH2:1]([S:8][C:9]1[CH:17]=[CH:16][C:15](Cl)=[CH:14][C:10]=1[C:11]([NH2:13])=[O:12])[C:2]1[CH:7]=[CH:6][CH:5]=[CH:4][CH:3]=1.[Cl:19]C1C=CC(C(N)=O)=C(F)C=1, predict the reaction product.